Task: Regression. Given two drug SMILES strings and cell line genomic features, predict the synergy score measuring deviation from expected non-interaction effect.. Dataset: NCI-60 drug combinations with 297,098 pairs across 59 cell lines (1) Drug 1: CCC1(CC2CC(C3=C(CCN(C2)C1)C4=CC=CC=C4N3)(C5=C(C=C6C(=C5)C78CCN9C7C(C=CC9)(C(C(C8N6C=O)(C(=O)OC)O)OC(=O)C)CC)OC)C(=O)OC)O.OS(=O)(=O)O. Drug 2: CC12CCC3C(C1CCC2O)C(CC4=C3C=CC(=C4)O)CCCCCCCCCS(=O)CCCC(C(F)(F)F)(F)F. Cell line: LOX IMVI. Synergy scores: CSS=33.3, Synergy_ZIP=2.43, Synergy_Bliss=1.95, Synergy_Loewe=-40.0, Synergy_HSA=1.51. (2) Drug 1: CC12CCC(CC1=CCC3C2CCC4(C3CC=C4C5=CN=CC=C5)C)O. Drug 2: CCN(CC)CCNC(=O)C1=C(NC(=C1C)C=C2C3=C(C=CC(=C3)F)NC2=O)C. Cell line: HT29. Synergy scores: CSS=11.3, Synergy_ZIP=-1.56, Synergy_Bliss=1.85, Synergy_Loewe=-0.687, Synergy_HSA=0.394. (3) Drug 1: CS(=O)(=O)CCNCC1=CC=C(O1)C2=CC3=C(C=C2)N=CN=C3NC4=CC(=C(C=C4)OCC5=CC(=CC=C5)F)Cl. Drug 2: CC12CCC3C(C1CCC2OP(=O)(O)O)CCC4=C3C=CC(=C4)OC(=O)N(CCCl)CCCl.[Na+]. Cell line: NCI-H460. Synergy scores: CSS=2.79, Synergy_ZIP=-5.48, Synergy_Bliss=-7.00, Synergy_Loewe=-7.25, Synergy_HSA=-7.77. (4) Drug 1: CC12CCC3C(C1CCC2=O)CC(=C)C4=CC(=O)C=CC34C. Drug 2: CCN(CC)CCCC(C)NC1=C2C=C(C=CC2=NC3=C1C=CC(=C3)Cl)OC. Cell line: A498. Synergy scores: CSS=54.9, Synergy_ZIP=2.31, Synergy_Bliss=9.37, Synergy_Loewe=-2.23, Synergy_HSA=11.0. (5) Drug 1: C1CN1P(=S)(N2CC2)N3CC3. Drug 2: C1C(C(OC1N2C=C(C(=O)NC2=O)F)CO)O. Cell line: SF-268. Synergy scores: CSS=39.7, Synergy_ZIP=-2.68, Synergy_Bliss=-1.94, Synergy_Loewe=-24.4, Synergy_HSA=-0.388.